Dataset: Reaction yield outcomes from USPTO patents with 853,638 reactions. Task: Predict the reaction yield, written as a fraction of the theoretical maximum amount of product (1.0 means a 100% yield; for example, 0.34 means a 34% yield). (1) The reactants are [Br:1][C:2]1[CH:3]=[C:4]2[C:12](=[CH:13][CH:14]=1)[NH:11][C:10]1[C:9](=[O:15])[CH2:8][CH2:7][CH2:6][C:5]2=1.[BH4-].[Na+]. The catalyst is CO. The product is [Br:1][C:2]1[CH:3]=[C:4]2[C:12](=[CH:13][CH:14]=1)[NH:11][C:10]1[CH:9]([OH:15])[CH2:8][CH2:7][CH2:6][C:5]2=1. The yield is 0.500. (2) The reactants are [O:1]1[CH:5]=[CH:4][N:3]=[CH:2]1.Br[C:7]1[CH:12]=[CH:11][C:10]([O:13][CH3:14])=[CH:9][CH:8]=1. No catalyst specified. The product is [CH3:14][O:13][C:10]1[CH:11]=[CH:12][C:7]([C:2]2[O:1][CH:5]=[CH:4][N:3]=2)=[CH:8][CH:9]=1. The yield is 0.330. (3) The reactants are [CH3:1][C:2]1([CH3:20])[O:7][CH2:6][CH:5]([CH2:8][O:9][C:10]2[C:15]([CH3:16])=[CH:14][N:13]=[C:12]([CH2:17][OH:18])[C:11]=2[CH3:19])[CH2:4][O:3]1.[OH-].[Na+].[C:23]1([CH3:33])[CH:28]=[CH:27][C:26]([S:29](Cl)(=[O:31])=[O:30])=[CH:25][CH:24]=1. The catalyst is O1CCCC1. The product is [CH3:33][C:23]1[CH:28]=[CH:27][C:26]([S:29]([O:18][CH2:17][C:12]2[C:11]([CH3:19])=[C:10]([O:9][CH2:8][CH:5]3[CH2:6][O:7][C:2]([CH3:20])([CH3:1])[O:3][CH2:4]3)[C:15]([CH3:16])=[CH:14][N:13]=2)(=[O:31])=[O:30])=[CH:25][CH:24]=1. The yield is 0.880. (4) The reactants are Br[C:2]1[CH:3]=[N:4][N:5]([C:7]2[C:8]([O:23][C:24]3[CH:29]=[CH:28][CH:27]=[CH:26][CH:25]=3)=[C:9]3[C:14](=[CH:15][CH:16]=2)[N:13]([C:17]([CH:19]2[CH2:21][CH2:20]2)=[O:18])[C@@H:12]([CH3:22])[CH2:11][CH2:10]3)[CH:6]=1.CC1(C)OB([C:36]2[CH2:37][CH2:38][N:39]([C:42]([O:44][C:45]([CH3:48])([CH3:47])[CH3:46])=[O:43])[CH2:40][CH:41]=2)OC1(C)C.C(=O)([O-])[O-].[Cs+].[Cs+]. The product is [CH:19]1([C:17]([N:13]2[C:14]3[C:9](=[C:8]([O:23][C:24]4[CH:29]=[CH:28][CH:27]=[CH:26][CH:25]=4)[C:7]([N:5]4[CH:6]=[C:2]([C:36]5[CH2:41][CH2:40][N:39]([C:42]([O:44][C:45]([CH3:48])([CH3:47])[CH3:46])=[O:43])[CH2:38][CH:37]=5)[CH:3]=[N:4]4)=[CH:16][CH:15]=3)[CH2:10][CH2:11][C@@H:12]2[CH3:22])=[O:18])[CH2:21][CH2:20]1. The catalyst is O1CCOCC1.O.C1C=CC(P(C2C=CC=CC=2)[C-]2C=CC=C2)=CC=1.C1C=CC(P(C2C=CC=CC=2)[C-]2C=CC=C2)=CC=1.Cl[Pd]Cl.[Fe+2].ClCCl. The yield is 0.680. (5) The reactants are [S:1]1[CH:5]=[CH:4][CH:3]=[C:2]1[C:6]1[O:10][N:9]=[C:8]([C:11]([OH:13])=O)[CH:7]=1.[CH3:14][O:15][C:16]1[CH:25]=[C:24]2[C:19]([N:20]=[CH:21][C:22]([O:26][CH2:27][CH2:28][N:29]3[CH2:34][CH2:33][CH:32]([NH2:35])[CH2:31][CH2:30]3)=[N:23]2)=[CH:18][CH:17]=1. No catalyst specified. The product is [CH3:14][O:15][C:16]1[CH:25]=[C:24]2[C:19]([N:20]=[CH:21][C:22]([O:26][CH2:27][CH2:28][N:29]3[CH2:30][CH2:31][CH:32]([NH:35][C:11]([C:8]4[CH:7]=[C:6]([C:2]5[S:1][CH:5]=[CH:4][CH:3]=5)[O:10][N:9]=4)=[O:13])[CH2:33][CH2:34]3)=[N:23]2)=[CH:18][CH:17]=1. The yield is 0.300.